From a dataset of Reaction yield outcomes from USPTO patents with 853,638 reactions. Predict the reaction yield, written as a fraction of the theoretical maximum amount of product (1.0 means a 100% yield; for example, 0.34 means a 34% yield). (1) The reactants are [CH2:1]([C@@H:3]1[CH2:8][CH2:7][C@H:6]([O:9][C:10]2[CH:11]=[C:12]3[C:17](=[CH:18][CH:19]=2)[CH:16]=[C:15]([CH2:20][N:21]2[CH2:26][CH2:25][CH:24]([C:27]([O:29]CC)=[O:28])[CH2:23][CH2:22]2)[CH:14]=[CH:13]3)[CH2:5][CH2:4]1)[CH3:2].[OH-].[Na+]. The catalyst is C(O)C.O. The product is [CH2:1]([C@@H:3]1[CH2:4][CH2:5][C@H:6]([O:9][C:10]2[CH:11]=[C:12]3[C:17](=[CH:18][CH:19]=2)[CH:16]=[C:15]([CH2:20][N:21]2[CH2:22][CH2:23][CH:24]([C:27]([OH:29])=[O:28])[CH2:25][CH2:26]2)[CH:14]=[CH:13]3)[CH2:7][CH2:8]1)[CH3:2]. The yield is 0.710. (2) The reactants are [CH3:1][O:2]C(Cl)Cl.Cl.[CH3:7][O:8][C:9]1[CH:10]=[C:11]2[C:16](=[CH:17][CH:18]=1)[CH2:15][NH:14][CH2:13][CH2:12]2.[C:19](O[C:19]([O:21][C:22]([CH3:25])([CH3:24])[CH3:23])=[O:20])([O:21][C:22]([CH3:25])([CH3:24])[CH3:23])=[O:20].CCCCCC. The catalyst is ClCCl.O.[Ti](Cl)(Cl)(Cl)Cl. The product is [C:22]([O:21][C:19]([N:14]1[CH2:13][CH2:12][C:11]2[C:16](=[CH:17][C:18]([CH:1]=[O:2])=[C:9]([O:8][CH3:7])[CH:10]=2)[CH2:15]1)=[O:20])([CH3:25])([CH3:24])[CH3:23]. The yield is 0.495. (3) The reactants are Cl[C:2]1[N:3]=[CH:4][C:5]([C:9]([O:11][CH3:12])=[O:10])=[N:6][C:7]=1[CH3:8].[F:13][C:14]([F:18])([F:17])[CH2:15][OH:16].C(=O)([O-])[O-].[K+].[K+]. The catalyst is CN(C=O)C. The product is [CH3:8][C:7]1[N:6]=[C:5]([C:9]([O:11][CH3:12])=[O:10])[CH:4]=[N:3][C:2]=1[O:16][CH2:15][C:14]([F:18])([F:17])[F:13]. The yield is 0.970. (4) The yield is 0.700. The reactants are [NH2:1][C:2]1[N:7]=[CH:6][C:5]([C:8]([N:10]2[CH2:15][CH2:14][O:13][CH2:12][C@H:11]2[CH3:16])=[O:9])=[CH:4][CH:3]=1.Br[C:18]1[C:19](=[O:26])[N:20]([CH3:25])[CH:21]=[C:22]([Br:24])[CH:23]=1.C(=O)([O-])[O-].[Cs+].[Cs+].CC1(C)C2C(=C(P(C3C=CC=CC=3)C3C=CC=CC=3)C=CC=2)OC2C(P(C3C=CC=CC=3)C3C=CC=CC=3)=CC=CC1=2. The catalyst is C1C=CC(/C=C/C(/C=C/C2C=CC=CC=2)=O)=CC=1.C1C=CC(/C=C/C(/C=C/C2C=CC=CC=2)=O)=CC=1.C1C=CC(/C=C/C(/C=C/C2C=CC=CC=2)=O)=CC=1.[Pd].[Pd].O1CCOCC1. The product is [Br:24][C:22]1[CH:23]=[C:18]([NH:1][C:2]2[CH:3]=[CH:4][C:5]([C:8]([N:10]3[CH2:15][CH2:14][O:13][CH2:12][C@H:11]3[CH3:16])=[O:9])=[CH:6][N:7]=2)[C:19](=[O:26])[N:20]([CH3:25])[CH:21]=1. (5) The reactants are [C:1]([O:5][C:6]([NH:8][CH2:9][CH:10]1[CH2:15][CH2:14][CH:13]([NH:16]C(=O)OCC2C=CC=CC=2)[CH2:12][CH2:11]1)=[O:7])([CH3:4])([CH3:3])[CH3:2]. The catalyst is CO. The product is [NH2:16][C@H:13]1[CH2:14][CH2:15][C@H:10]([CH2:9][NH:8][C:6](=[O:7])[O:5][C:1]([CH3:3])([CH3:2])[CH3:4])[CH2:11][CH2:12]1. The yield is 0.950. (6) The reactants are [CH3:1][O:2][CH2:3][CH:4]1[CH2:8][N:7]([C:9](OC(C)(C)C)=[O:10])[CH:6]([C:16]2[NH:20][C:19]3[C:21]4[C:26]([CH:27]=[CH:28][C:18]=3[N:17]=2)=[CH:25][C:24]2[C:29]3[C:34]([CH2:35][O:36][C:23]=2[CH:22]=4)=[CH:33][C:32]([B:37]2[O:41][C:40]([CH3:43])([CH3:42])[C:39]([CH3:45])([CH3:44])[O:38]2)=[CH:31][CH:30]=3)[CH2:5]1.Cl.[CH3:47][O:48][C@H:49]([CH3:59])[C@H:50]([NH:54][C:55]([O:57][CH3:58])=[O:56])C(O)=O.CN(C(ON1N=NC2C=CC=NC1=2)=[N+](C)C)C.F[P-](F)(F)(F)(F)F.CCN(C(C)C)C(C)C. The catalyst is C(Cl)Cl.CO. The product is [CH3:1][O:2][CH2:3][CH:4]1[CH2:8][N:7]([C:9](=[O:10])[CH:50]([NH:54][C:55](=[O:56])[O:57][CH3:58])[CH:49]([O:48][CH3:47])[CH3:59])[CH:6]([C:16]2[NH:20][C:19]3[C:21]4[C:26]([CH:27]=[CH:28][C:18]=3[N:17]=2)=[CH:25][C:24]2[C:29]3[C:34]([CH2:35][O:36][C:23]=2[CH:22]=4)=[CH:33][C:32]([B:37]2[O:38][C:39]([CH3:45])([CH3:44])[C:40]([CH3:42])([CH3:43])[O:41]2)=[CH:31][CH:30]=3)[CH2:5]1. The yield is 0.920. (7) The reactants are [Cl:1][CH:2]1[CH2:7][CH2:6][NH:5][CH2:4][CH:3]1[NH:8][P:9](=[O:16])([O:13][CH2:14][CH3:15])[O:10][CH2:11][CH3:12].Cl[C:18]1[CH:23]=[CH:22][N:21]=[CH:20][C:19]=1[N+:24]([O-:26])=[O:25].CCN(C(C)C)C(C)C. The catalyst is C(O)(C)C. The product is [Cl:1][CH:2]1[CH2:7][CH2:6][N:5]([C:18]2[CH:23]=[CH:22][N:21]=[CH:20][C:19]=2[N+:24]([O-:26])=[O:25])[CH2:4][CH:3]1[NH:8][P:9](=[O:16])([O:13][CH2:14][CH3:15])[O:10][CH2:11][CH3:12]. The yield is 0.690. (8) The reactants are [CH3:1][C:2]1([CH3:16])[O:15][C:6]2=[C:7]([CH3:14])[N:8]=[CH:9][C:10]([CH2:11][CH2:12][NH2:13])=[C:5]2[CH2:4][O:3]1.[CH:17]([C:19]1[CH:20]=[C:21]([CH:24]=[CH:25][CH:26]=1)[C:22]#[N:23])=O. No catalyst specified. The product is [CH3:1][C:2]1([CH3:16])[O:15][C:6]2=[C:7]([CH3:14])[N:8]=[CH:9][C:10]([CH2:11][CH2:12][NH:13][CH2:17][C:19]3[CH:20]=[C:21]([CH:24]=[CH:25][CH:26]=3)[C:22]#[N:23])=[C:5]2[CH2:4][O:3]1. The yield is 0.320. (9) The reactants are C([NH:5][S:6]([C:9]1[CH:10]=[C:11]([C:15]2[CH:20]=[CH:19][CH:18]=[C:17]([C:21]3[CH:26]=[C:25]([C:27]4[CH:32]=[CH:31][C:30]([C:33]([F:36])([F:35])[F:34])=[CH:29][CH:28]=4)[CH:24]=[C:23]([CH2:37][CH3:38])[N:22]=3)[CH:16]=2)[CH:12]=[CH:13][CH:14]=1)(=[O:8])=[O:7])(C)(C)C.C(O)(C(F)(F)F)=O. The catalyst is ClCCl. The product is [CH2:37]([C:23]1[N:22]=[C:21]([C:17]2[CH:16]=[C:15]([C:11]3[CH:12]=[CH:13][CH:14]=[C:9]([S:6]([NH2:5])(=[O:8])=[O:7])[CH:10]=3)[CH:20]=[CH:19][CH:18]=2)[CH:26]=[C:25]([C:27]2[CH:32]=[CH:31][C:30]([C:33]([F:35])([F:36])[F:34])=[CH:29][CH:28]=2)[CH:24]=1)[CH3:38]. The yield is 0.120.